This data is from Full USPTO retrosynthesis dataset with 1.9M reactions from patents (1976-2016). The task is: Predict the reactants needed to synthesize the given product. (1) Given the product [CH3:1][C@@H:2]([CH2:26][CH3:27])[C@H:3]([N:11]1[CH2:15][C:14](=[O:16])[N:13]([CH2:17][C:18]2[CH:23]=[CH:22][CH:21]=[C:20]([CH3:24])[N:19]=2)[C:12]1=[O:25])[C:4]([OH:6])=[O:5], predict the reactants needed to synthesize it. The reactants are: [CH3:1][C@@H:2]([CH2:26][CH3:27])[C@H:3]([N:11]1[CH2:15][C:14](=[O:16])[N:13]([CH2:17][C:18]2[CH:23]=[CH:22][CH:21]=[C:20]([CH3:24])[N:19]=2)[C:12]1=[O:25])[C:4]([O:6]C(C)(C)C)=[O:5].FC(F)(F)C(O)=O. (2) The reactants are: C([O:5][C:6](=[O:41])[CH2:7][CH2:8][O:9][C:10]1[C:15]([C:16]2[CH:17]=[N:18][C:19]([NH:31][C:32](=[O:36])[NH:33][CH2:34][CH3:35])=[CH:20][C:21]=2[C:22]2[S:23][CH:24]=[C:25]([C:27]([F:30])([F:29])[F:28])[N:26]=2)=[CH:14][C:13]([C:37]([O:39][CH3:40])=[O:38])=[CH:12][N:11]=1)(C)(C)C.FC(F)(F)C(O)=O. Given the product [CH2:34]([NH:33][C:32]([NH:31][C:19]1[N:18]=[CH:17][C:16]([C:15]2[C:10]([O:9][CH2:8][CH2:7][C:6]([OH:41])=[O:5])=[N:11][CH:12]=[C:13]([C:37]([O:39][CH3:40])=[O:38])[CH:14]=2)=[C:21]([C:22]2[S:23][CH:24]=[C:25]([C:27]([F:28])([F:30])[F:29])[N:26]=2)[CH:20]=1)=[O:36])[CH3:35], predict the reactants needed to synthesize it. (3) The reactants are: [Br:1][C:2]1[CH:7]=[CH:6][C:5]([S:8](Cl)(=[O:10])=[O:9])=[CH:4][C:3]=1[F:12].[NH:13]1[CH2:17][CH2:16][CH2:15][CH2:14]1. Given the product [Br:1][C:2]1[CH:7]=[CH:6][C:5]([S:8]([N:13]2[CH2:17][CH2:16][CH2:15][CH2:14]2)(=[O:10])=[O:9])=[CH:4][C:3]=1[F:12], predict the reactants needed to synthesize it. (4) Given the product [CH2:1]([N:3]1[CH2:16][CH2:15][C:6]2[N:7]([CH2:23][CH2:22][C:21]3[CH:24]=[CH:25][C:18]([CH3:17])=[CH:19][CH:20]=3)[C:8]3[CH:9]=[CH:10][C:11]([CH3:14])=[CH:12][C:13]=3[C:5]=2[CH2:4]1)[CH3:2], predict the reactants needed to synthesize it. The reactants are: [CH2:1]([N:3]1[CH2:16][CH2:15][C:6]2[NH:7][C:8]3[CH:9]=[CH:10][C:11]([CH3:14])=[CH:12][C:13]=3[C:5]=2[CH2:4]1)[CH3:2].[CH3:17][C:18]1[CH:25]=[CH:24][C:21]([CH:22]=[CH2:23])=[CH:20][CH:19]=1.[H-].[Na+]. (5) Given the product [Cl:17][C:18]1[CH:23]=[C:22]([C:12]2[CH:11]=[CH:10][C:5]3[NH:6][C:7](=[O:9])[O:8][C:3]([CH2:15][CH3:16])([CH2:1][CH3:2])[C:4]=3[CH:13]=2)[CH:21]=[CH:20][CH:19]=1, predict the reactants needed to synthesize it. The reactants are: [CH2:1]([C:3]1([CH2:15][CH3:16])[O:8][C:7](=[O:9])[NH:6][C:5]2[CH:10]=[CH:11][C:12](I)=[CH:13][C:4]1=2)[CH3:2].[Cl:17][C:18]1[CH:19]=[C:20](B(O)O)[CH:21]=[CH:22][CH:23]=1. (6) Given the product [CH3:1][O:2][C@@H:3]1[CH2:11][C:10]2[C:5](=[CH:6][CH:7]=[CH:8][CH:9]=2)[C@H:4]1[NH2:12], predict the reactants needed to synthesize it. The reactants are: [CH3:1][O:2][C@@H:3]1[CH2:11][C:10]2[C:5](=[CH:6][CH:7]=[CH:8][CH:9]=2)[C@H:4]1[N:12]1C(=O)C2C(=CC=CC=2)C1=O.NN.